Dataset: Peptide-MHC class II binding affinity with 134,281 pairs from IEDB. Task: Regression. Given a peptide amino acid sequence and an MHC pseudo amino acid sequence, predict their binding affinity value. This is MHC class II binding data. The peptide sequence is MSGPMQQLTQPLQQL. The MHC is HLA-DPA10201-DPB11401 with pseudo-sequence HLA-DPA10201-DPB11401. The binding affinity (normalized) is 0.333.